Task: Predict which catalyst facilitates the given reaction.. Dataset: Catalyst prediction with 721,799 reactions and 888 catalyst types from USPTO Reactant: [NH:1]1[CH2:6][CH2:5][C:4]2([C:14]3[C:9](=[CH:10][CH:11]=[CH:12][CH:13]=3)[NH:8][C:7]2=[O:15])[CH2:3][CH2:2]1.[CH3:16][C:17]([O:20][C:21](O[C:21]([O:20][C:17]([CH3:19])([CH3:18])[CH3:16])=[O:22])=[O:22])([CH3:19])[CH3:18].C(N(CC)CC)C. Product: [C:17]([O:20][C:21]([N:1]1[CH2:6][CH2:5][C:4]2([C:14]3[C:9](=[CH:10][CH:11]=[CH:12][CH:13]=3)[NH:8][C:7]2=[O:15])[CH2:3][CH2:2]1)=[O:22])([CH3:19])([CH3:18])[CH3:16]. The catalyst class is: 1.